This data is from NCI-60 drug combinations with 297,098 pairs across 59 cell lines. The task is: Regression. Given two drug SMILES strings and cell line genomic features, predict the synergy score measuring deviation from expected non-interaction effect. (1) Drug 1: CC1=C(C=C(C=C1)NC2=NC=CC(=N2)N(C)C3=CC4=NN(C(=C4C=C3)C)C)S(=O)(=O)N.Cl. Drug 2: CN1C2=C(C=C(C=C2)N(CCCl)CCCl)N=C1CCCC(=O)O.Cl. Cell line: SNB-19. Synergy scores: CSS=7.92, Synergy_ZIP=0.489, Synergy_Bliss=5.08, Synergy_Loewe=3.75, Synergy_HSA=3.66. (2) Drug 1: CCC1=C2CN3C(=CC4=C(C3=O)COC(=O)C4(CC)O)C2=NC5=C1C=C(C=C5)O. Drug 2: CC1=C(N=C(N=C1N)C(CC(=O)N)NCC(C(=O)N)N)C(=O)NC(C(C2=CN=CN2)OC3C(C(C(C(O3)CO)O)O)OC4C(C(C(C(O4)CO)O)OC(=O)N)O)C(=O)NC(C)C(C(C)C(=O)NC(C(C)O)C(=O)NCCC5=NC(=CS5)C6=NC(=CS6)C(=O)NCCC[S+](C)C)O. Cell line: RXF 393. Synergy scores: CSS=16.7, Synergy_ZIP=-5.58, Synergy_Bliss=-2.58, Synergy_Loewe=0.728, Synergy_HSA=1.18. (3) Drug 1: CC1C(C(CC(O1)OC2CC(CC3=C2C(=C4C(=C3O)C(=O)C5=C(C4=O)C(=CC=C5)OC)O)(C(=O)C)O)N)O.Cl. Drug 2: C1CC(=O)NC(=O)C1N2C(=O)C3=CC=CC=C3C2=O. Cell line: PC-3. Synergy scores: CSS=18.9, Synergy_ZIP=-2.67, Synergy_Bliss=0.826, Synergy_Loewe=-2.97, Synergy_HSA=1.73.